From a dataset of Reaction yield outcomes from USPTO patents with 853,638 reactions. Predict the reaction yield, written as a fraction of the theoretical maximum amount of product (1.0 means a 100% yield; for example, 0.34 means a 34% yield). (1) The reactants are [N+:1]([C:4]1[CH:9]=[CH:8][C:7]([C@H:10]2[CH2:12][O:11]2)=[CH:6][CH:5]=1)([O-:3])=[O:2].[NH2:13][CH2:14][CH2:15][CH2:16][OH:17]. The catalyst is C(O)(C)C. The product is [OH:11][C@@H:10]([C:7]1[CH:8]=[CH:9][C:4]([N+:1]([O-:3])=[O:2])=[CH:5][CH:6]=1)[CH2:12][NH:13][CH2:14][CH2:15][CH2:16][OH:17]. The yield is 0.380. (2) The reactants are [CH2:1]([N:8]([CH2:21][CH2:22][C:23](=[O:26])[CH2:24]Br)[S:9]([C:12]1[CH:17]=[CH:16][CH:15]=[CH:14][C:13]=1[N+:18]([O-:20])=[O:19])(=[O:11])=[O:10])[C:2]1[CH:7]=[CH:6][CH:5]=[CH:4][CH:3]=1.C([O-])(=[O:29])C.[K+].Cl.C(Cl)Cl. The catalyst is C(O)(=O)C. The product is [CH2:1]([N:8]([CH2:21][CH2:22][C:23](=[O:26])[CH2:24][OH:29])[S:9]([C:12]1[CH:17]=[CH:16][CH:15]=[CH:14][C:13]=1[N+:18]([O-:20])=[O:19])(=[O:11])=[O:10])[C:2]1[CH:7]=[CH:6][CH:5]=[CH:4][CH:3]=1. The yield is 0.960. (3) The reactants are [Cl:1][C:2]1[N:7]=[N:6][C:5]([O:8][CH2:9][C:10]([O:12]CC)=O)=[CH:4][CH:3]=1.[CH:15]1([C:18]([N:20]2[CH2:25][CH2:24][CH:23]([NH:26][CH3:27])[CH2:22][CH2:21]2)=[O:19])[CH2:17][CH2:16]1. No catalyst specified. The product is [Cl:1][C:2]1[N:7]=[N:6][C:5]([O:8][CH2:9][C:10]([N:26]([CH:23]2[CH2:24][CH2:25][N:20]([C:18]([CH:15]3[CH2:17][CH2:16]3)=[O:19])[CH2:21][CH2:22]2)[CH3:27])=[O:12])=[CH:4][CH:3]=1. The yield is 0.630. (4) The reactants are [O:1]=[C:2]1[CH2:6][CH2:5][C:4](=[O:7])[N:3]1[CH2:8][C:9]1[CH:18]=[C:17]2[C:12]([C:13]([C:21]3[CH:26]=[CH:25][C:24]([F:27])=[CH:23][CH:22]=3)=[CH:14][C:15]([C:19]#[N:20])=[N:16]2)=[CH:11][CH:10]=1.C([O-])([O-])=[O:29].C([O-])([O-])=O.OO.OO.OO.[Na+].[Na+].[Na+].[Na+].[NH4+].[Cl-]. The catalyst is CC(C)=O.O. The product is [O:7]=[C:4]1[CH2:5][CH2:6][C:2](=[O:1])[N:3]1[CH2:8][C:9]1[CH:18]=[C:17]2[C:12]([C:13]([C:21]3[CH:22]=[CH:23][C:24]([F:27])=[CH:25][CH:26]=3)=[CH:14][C:15]([C:19]([NH2:20])=[O:29])=[N:16]2)=[CH:11][CH:10]=1. The yield is 0.410. (5) The reactants are Br[C:2]1[C:11]2[C:6](=[CH:7][CH:8]=[C:9]([OH:12])[CH:10]=2)[N:5]=[C:4]2[C:13]3[C:18]([O:19][CH2:20][C:3]=12)=[CH:17][C:16]([OH:21])=[CH:15][CH:14]=3.[CH3:22][O:23][C:24]1[CH:25]=[C:26](B(O)O)[CH:27]=[CH:28][CH:29]=1. No catalyst specified. The product is [OH:21][C:16]1[CH:17]=[C:18]2[O:19][CH2:20][C:3]3[C:4](=[N:5][C:6]4[C:11]([C:2]=3[C:28]3[CH:27]=[CH:26][CH:25]=[C:24]([O:23][CH3:22])[CH:29]=3)=[CH:10][C:9]([OH:12])=[CH:8][CH:7]=4)[C:13]2=[CH:14][CH:15]=1. The yield is 0.870. (6) The reactants are [OH:1][C:2]1[CH:3]=[C:4]([CH2:8][C:9]([OH:11])=[O:10])[CH:5]=[CH:6][CH:7]=1.S(=O)(=O)(O)O.[CH3:17]O. No catalyst specified. The product is [OH:1][C:2]1[CH:3]=[C:4]([CH2:8][C:9]([O:11][CH3:17])=[O:10])[CH:5]=[CH:6][CH:7]=1. The yield is 1.00. (7) The yield is 0.500. The product is [F:11][C:8]1[CH:9]=[CH:10][C:5]([C:4]([O:3][CH2:1][CH3:2])=[O:13])=[CH:6][C:7]=1[O:12][C:17]1[CH:22]=[N:21][CH:20]=[CH:19][N:18]=1. The reactants are [CH2:1]([O:3][C:4](=[O:13])[C:5]1[CH:10]=[CH:9][C:8]([F:11])=[C:7]([OH:12])[CH:6]=1)[CH3:2].[H-].[Na+].Cl[C:17]1[CH:22]=[N:21][CH:20]=[CH:19][N:18]=1.[Na+].[Cl-]. The catalyst is CN(C)C=O.C(O)(=O)C. (8) The reactants are [NH:1]1[CH2:6][CH2:5][CH:4]([OH:7])[CH2:3][CH2:2]1.[C:8]([Si:12](Cl)([C:19]1[CH:24]=[CH:23][CH:22]=[CH:21][CH:20]=1)[C:13]1[CH:18]=[CH:17][CH:16]=[CH:15][CH:14]=1)([CH3:11])([CH3:10])[CH3:9]. The catalyst is O1CCCC1. The product is [Si:12]([O:7][CH:4]1[CH2:5][CH2:6][NH:1][CH2:2][CH2:3]1)([C:8]([CH3:11])([CH3:10])[CH3:9])([C:19]1[CH:20]=[CH:21][CH:22]=[CH:23][CH:24]=1)[C:13]1[CH:18]=[CH:17][CH:16]=[CH:15][CH:14]=1. The yield is 0.0800. (9) The reactants are [O-:1][Mn](=O)(=O)=O.[K+].[CH3:7][N:8]1[C:12]([S:13][CH3:14])=[N:11][N:10]=[C:9]1[C:15]1[CH:16]=[N:17][CH:18]=[CH:19][CH:20]=1.[OH-:21].[Na+].C(Cl)(Cl)Cl. The catalyst is O.C(O)(=O)C. The product is [CH3:7][N:8]1[C:12]([S:13]([CH3:14])(=[O:1])=[O:21])=[N:11][N:10]=[C:9]1[C:15]1[CH:16]=[N:17][CH:18]=[CH:19][CH:20]=1. The yield is 0.530.